This data is from Reaction yield outcomes from USPTO patents with 853,638 reactions. The task is: Predict the reaction yield, written as a fraction of the theoretical maximum amount of product (1.0 means a 100% yield; for example, 0.34 means a 34% yield). (1) The reactants are [OH:1][C:2]1[CH:7]=[CH:6][C:5]([C:8]2[CH:17]=[C:16]3[C:11]([CH:12]=[C:13]([C:18]([O:20][CH3:21])=[O:19])[N:14]=[CH:15]3)=[CH:10][CH:9]=2)=[CH:4][CH:3]=1.C1(P(C2C=CC=CC=2)C2C=CC=CC=2)C=CC=CC=1.[CH:41]1([C:45]2[O:49][N:48]=[C:47]([CH2:50][O:51][C:52]3[C:57]([CH3:58])=[CH:56][CH:55]=[CH:54][C:53]=3[CH3:59])[C:46]=2[CH2:60]O)[CH2:44][CH2:43][CH2:42]1.N(C(OC(C)C)=O)=NC(OC(C)C)=O. The catalyst is ClCCl. The product is [CH:41]1([C:45]2[O:49][N:48]=[C:47]([CH2:50][O:51][C:52]3[C:53]([CH3:59])=[CH:54][CH:55]=[CH:56][C:57]=3[CH3:58])[C:46]=2[CH2:60][O:1][C:2]2[CH:3]=[CH:4][C:5]([C:8]3[CH:17]=[C:16]4[C:11]([CH:12]=[C:13]([C:18]([O:20][CH3:21])=[O:19])[N:14]=[CH:15]4)=[CH:10][CH:9]=3)=[CH:6][CH:7]=2)[CH2:42][CH2:43][CH2:44]1. The yield is 0.580. (2) The reactants are [CH:1]1[C:10]2[C:5](=[CH:6][CH:7]=[CH:8][CH:9]=2)[C:4](B(O)O)=[CH:3][N:2]=1.Br[C:15]1[CH:16]=[C:17]2[C:21](=[C:22]([Cl:24])[CH:23]=1)[NH:20][N:19]=[CH:18]2.C(=O)([O-])[O-].[Na+].[Na+]. The catalyst is C1C=CC([P]([Pd]([P](C2C=CC=CC=2)(C2C=CC=CC=2)C2C=CC=CC=2)([P](C2C=CC=CC=2)(C2C=CC=CC=2)C2C=CC=CC=2)[P](C2C=CC=CC=2)(C2C=CC=CC=2)C2C=CC=CC=2)(C2C=CC=CC=2)C2C=CC=CC=2)=CC=1.C(COC)OC. The product is [Cl:24][C:22]1[CH:23]=[C:15]([C:4]2[C:5]3[C:10](=[CH:9][CH:8]=[CH:7][CH:6]=3)[CH:1]=[N:2][CH:3]=2)[CH:16]=[C:17]2[C:21]=1[NH:20][N:19]=[CH:18]2. The yield is 0.720. (3) The reactants are Br[C:2]1[S:6][C:5]([CH2:7][O:8][C:9]2[C:10]([F:19])=[C:11]([C:15]([F:18])=[CH:16][CH:17]=2)[C:12]([NH2:14])=[O:13])=[N:4][C:3]=1[C:20]1[CH:25]=[CH:24][C:23]([O:26][CH3:27])=[CH:22][CH:21]=1.[CH2:28]([Sn](CCCC)(CCCC)CCCC)[CH:29]=[CH2:30].O. The catalyst is CN(C=O)C.[Pd].C1(P(C2C=CC=CC=2)(C2C=CC=CC=2)C2C=CC=CC=2)C=CC=CC=1. The product is [CH2:30]([C:2]1[S:6][C:5]([CH2:7][O:8][C:9]2[C:10]([F:19])=[C:11]([C:15]([F:18])=[CH:16][CH:17]=2)[C:12]([NH2:14])=[O:13])=[N:4][C:3]=1[C:20]1[CH:25]=[CH:24][C:23]([O:26][CH3:27])=[CH:22][CH:21]=1)[CH:29]=[CH2:28]. The yield is 0.600.